Predict the product of the given reaction. From a dataset of Forward reaction prediction with 1.9M reactions from USPTO patents (1976-2016). (1) Given the reactants [F:1][C:2]1[CH:10]=[C:9]([F:11])[CH:8]=[C:7]([F:12])[C:3]=1[C:4]([OH:6])=O.C(Cl)(=O)C(Cl)=O.[NH2:19][C:20]1[CH:21]=[CH:22][C:23]([F:37])=[C:24]([C@:26]2([CH:34]([F:36])[F:35])[C@@H:32]3[C@@H:30]([CH2:31]3)[O:29][C:28]([NH2:33])=[N:27]2)[CH:25]=1.C(N(C(C)C)CC)(C)C, predict the reaction product. The product is: [NH2:33][C:28]1[O:29][C@H:30]2[C@@H:32]([C@:26]([C:24]3[CH:25]=[C:20]([NH:19][C:4](=[O:6])[C:3]4[C:7]([F:12])=[CH:8][C:9]([F:11])=[CH:10][C:2]=4[F:1])[CH:21]=[CH:22][C:23]=3[F:37])([CH:34]([F:35])[F:36])[N:27]=1)[CH2:31]2. (2) The product is: [CH2:11]([O:10][C:8]([C:7]1[C:3]([C:2]([F:1])([F:13])[F:14])=[N:4][N:5]([CH2:18][C:19]([O:21][C:22]([CH3:25])([CH3:24])[CH3:23])=[O:20])[CH:6]=1)=[O:9])[CH3:12]. Given the reactants [F:1][C:2]([F:14])([F:13])[C:3]1[C:7]([C:8]([O:10][CH2:11][CH3:12])=[O:9])=[CH:6][NH:5][N:4]=1.[H-].[Na+].Br[CH2:18][C:19]([O:21][C:22]([CH3:25])([CH3:24])[CH3:23])=[O:20], predict the reaction product. (3) Given the reactants [CH3:1][C:2]1[C:6]([C:7]2[CH:16]=[C:15]3[C:10]([C:11]([NH:18][CH2:19][CH:20]4[CH2:25][CH2:24][O:23][CH2:22][CH2:21]4)=[C:12]([NH2:17])[CH:13]=[N:14]3)=[CH:9][C:8]=2[O:26][CH3:27])=[C:5]([CH3:28])[O:4][N:3]=1.[CH2:29]([N:31]=[C:32]=S)[CH3:30].C(Cl)CCl, predict the reaction product. The product is: [CH3:1][C:2]1[C:6]([C:7]2[C:8]([O:26][CH3:27])=[CH:9][C:10]3[C:11]4[N:18]([CH2:19][CH:20]5[CH2:21][CH2:22][O:23][CH2:24][CH2:25]5)[C:32]([NH:31][CH2:29][CH3:30])=[N:17][C:12]=4[CH:13]=[N:14][C:15]=3[CH:16]=2)=[C:5]([CH3:28])[O:4][N:3]=1. (4) Given the reactants [CH2:1]([O:8][C:9]1[CH:18]=[C:17]2[C:12]([CH:13]=[C:14]([O:20][CH3:21])[C:15](=[O:19])[O:16]2)=[CH:11][C:10]=1[N+:22]([O-])=O)[C:2]1[CH:7]=[CH:6][CH:5]=[CH:4][CH:3]=1.[O-]S(S([O-])=O)=O.[Na+].[Na+].CCOC(C)=O, predict the reaction product. The product is: [NH2:22][C:10]1[CH:11]=[C:12]2[C:17](=[CH:18][C:9]=1[O:8][CH2:1][C:2]1[CH:7]=[CH:6][CH:5]=[CH:4][CH:3]=1)[O:16][C:15](=[O:19])[C:14]([O:20][CH3:21])=[CH:13]2. (5) Given the reactants [F:1][C:2]([F:18])([F:17])[C:3]1[CH:8]=[CH:7][C:6]([C:9]2[O:13][N:12]=[CH:11][C:10]=2[C:14]([OH:16])=O)=[CH:5][CH:4]=1.C(O)(=O)C(O)=O.[Cl:25][C:26]1[CH:37]=[CH:36][CH:35]=[CH:34][C:27]=1[CH2:28][CH:29]1[CH2:33][CH2:32][NH:31][CH2:30]1, predict the reaction product. The product is: [Cl:25][C:26]1[CH:37]=[CH:36][CH:35]=[CH:34][C:27]=1[CH2:28][CH:29]1[CH2:33][CH2:32][N:31]([C:14]([C:10]2[CH:11]=[N:12][O:13][C:9]=2[C:6]2[CH:5]=[CH:4][C:3]([C:2]([F:1])([F:18])[F:17])=[CH:8][CH:7]=2)=[O:16])[CH2:30]1.